This data is from Reaction yield outcomes from USPTO patents with 853,638 reactions. The task is: Predict the reaction yield, written as a fraction of the theoretical maximum amount of product (1.0 means a 100% yield; for example, 0.34 means a 34% yield). The yield is 0.890. No catalyst specified. The product is [C:24]([C:27]1[S:31][C:30]([N:32]2[CH2:36][CH2:35][N:34]([CH2:37][C:38]3[CH:39]=[C:40]([CH:45]=[CH:46][CH:47]=3)[C:41]([OH:43])=[O:42])[C:33]2=[O:48])=[N:29][C:28]=1[CH3:49])(=[O:26])[CH3:25]. The reactants are CC1N=C(N2CCN(C3C=CC=CC=3)C2=O)SC=1C(OCC)=O.[C:24]([C:27]1[S:31][C:30]([N:32]2[CH2:36][CH2:35][N:34]([CH2:37][C:38]3[CH:39]=[C:40]([CH:45]=[CH:46][CH:47]=3)[C:41]([O:43]C)=[O:42])[C:33]2=[O:48])=[N:29][C:28]=1[CH3:49])(=[O:26])[CH3:25].